This data is from Peptide-MHC class II binding affinity with 134,281 pairs from IEDB. The task is: Regression. Given a peptide amino acid sequence and an MHC pseudo amino acid sequence, predict their binding affinity value. This is MHC class II binding data. (1) The peptide sequence is FVVFLVAAALGGLAA. The MHC is DRB1_0802 with pseudo-sequence DRB1_0802. The binding affinity (normalized) is 0.514. (2) The peptide sequence is AAATAGTTVYGAIAA. The MHC is HLA-DQA10102-DQB10602 with pseudo-sequence HLA-DQA10102-DQB10602. The binding affinity (normalized) is 0.774.